From a dataset of Reaction yield outcomes from USPTO patents with 853,638 reactions. Predict the reaction yield, written as a fraction of the theoretical maximum amount of product (1.0 means a 100% yield; for example, 0.34 means a 34% yield). (1) The reactants are [Cl:1][C:2]1[C:11]([O:12][CH2:13][C:14]2[CH:19]=[CH:18][C:17]([O:20][CH3:21])=[CH:16][CH:15]=2)=[C:10]([O:22][CH2:23][C:24]2[CH:29]=[CH:28][C:27]([O:30][CH3:31])=[CH:26][CH:25]=2)[CH:9]=[C:8]2[C:3]=1[C:4](=[O:46])[C:5]([C:34]([O:36]CC1C=CC(OC)=CC=1)=[O:35])=[CH:6][N:7]2[CH2:32][CH3:33].[OH-].[K+]. The catalyst is CO.O. The product is [Cl:1][C:2]1[C:11]([O:12][CH2:13][C:14]2[CH:15]=[CH:16][C:17]([O:20][CH3:21])=[CH:18][CH:19]=2)=[C:10]([O:22][CH2:23][C:24]2[CH:29]=[CH:28][C:27]([O:30][CH3:31])=[CH:26][CH:25]=2)[CH:9]=[C:8]2[C:3]=1[C:4](=[O:46])[C:5]([C:34]([OH:36])=[O:35])=[CH:6][N:7]2[CH2:32][CH3:33]. The yield is 0.980. (2) The reactants are [CH:1]1([N:4]2[C:8]([CH:9]=O)=[CH:7][N:6]=[C:5]2[C:11]2[CH:16]=[C:15]([Cl:17])[N:14]=[C:13]([Cl:18])[CH:12]=2)[CH2:3][CH2:2]1.C([C:21](CC)(CC)[CH:22](P(O)(O)=O)[C:23]([O-:25])=[O:24])C.[CH2:34]1CCN2C(=NCCC2)C[CH2:35]1. The catalyst is C(#N)C.O. The product is [CH2:34]([O:25][C:23](=[O:24])[C:22]([CH3:21])=[CH:9][C:8]1[N:4]([CH:1]2[CH2:3][CH2:2]2)[C:5]([C:11]2[CH:16]=[C:15]([Cl:17])[N:14]=[C:13]([Cl:18])[CH:12]=2)=[N:6][CH:7]=1)[CH3:35]. The yield is 0.860. (3) The reactants are [CH2:1]([NH2:3])[CH3:2].CO.C([O:8][C:9]([C:11]1[CH:15]=[C:14]([C:16]2[CH:21]=[C:20]([Cl:22])[C:19]([O:23][CH2:24][C:25]3[CH:30]=[CH:29][CH:28]=[CH:27][CH:26]=3)=[CH:18][C:17]=2[O:31][CH2:32][C:33]2[CH:38]=[CH:37][CH:36]=[CH:35][CH:34]=2)[O:13][N:12]=1)=O)C. The catalyst is C(O)C. The product is [CH2:1]([NH:3][C:9]([C:11]1[CH:15]=[C:14]([C:16]2[CH:21]=[C:20]([Cl:22])[C:19]([O:23][CH2:24][C:25]3[CH:30]=[CH:29][CH:28]=[CH:27][CH:26]=3)=[CH:18][C:17]=2[O:31][CH2:32][C:33]2[CH:38]=[CH:37][CH:36]=[CH:35][CH:34]=2)[O:13][N:12]=1)=[O:8])[CH3:2]. The yield is 0.780.